From a dataset of Reaction yield outcomes from USPTO patents with 853,638 reactions. Predict the reaction yield, written as a fraction of the theoretical maximum amount of product (1.0 means a 100% yield; for example, 0.34 means a 34% yield). (1) The reactants are C(N(CC)CC)C.[N+:8]([CH2:11][C:12]1([CH2:18][CH2:19][NH2:20])[CH2:17][CH2:16][CH2:15][CH2:14][CH2:13]1)([O-:10])=[O:9].[CH3:21][S:22](Cl)(=[O:24])=[O:23]. The product is [N+:8]([CH2:11][C:12]1([CH2:18][CH2:19][NH:20][S:22]([CH3:21])(=[O:24])=[O:23])[CH2:17][CH2:16][CH2:15][CH2:14][CH2:13]1)([O-:10])=[O:9]. The yield is 0.470. The catalyst is O1CCCC1. (2) The reactants are C(C1C=C(NC2N=C(NC3C=CC=C(C(O)=O)C=3)C(F)=CN=2)C=CC=1)(O)=O.[OH:28][C:29]1[CH:30]=[C:31]([NH:39][C:40]2[N:45]=[C:44]([NH:46][C:47]3[CH:52]=[CH:51][C:50]([C:53]([O:55]C)=[O:54])=[C:49]([OH:57])[CH:48]=3)[C:43]([F:58])=[CH:42][N:41]=2)[CH:32]=[CH:33][C:34]=1[C:35]([O:37]C)=[O:36].[OH-].[Na+]. No catalyst specified. The product is [OH:28][C:29]1[CH:30]=[C:31]([NH:39][C:40]2[N:45]=[C:44]([NH:46][C:47]3[CH:52]=[CH:51][C:50]([C:53]([OH:55])=[O:54])=[C:49]([OH:57])[CH:48]=3)[C:43]([F:58])=[CH:42][N:41]=2)[CH:32]=[CH:33][C:34]=1[C:35]([OH:37])=[O:36]. The yield is 0.770.